From a dataset of Catalyst prediction with 721,799 reactions and 888 catalyst types from USPTO. Predict which catalyst facilitates the given reaction. (1) The catalyst class is: 137. Reactant: [C:1]([O-:4])(=O)[CH3:2].C([O-])(=O)C.C([O-])(=O)C.C([O-])(=O)C.[Pb+4].[Cl:18][C:19]1[CH:24]=[CH:23][C:22]([F:25])=[C:21](C=C)[C:20]=1[F:28].O. Product: [Cl:18][C:19]1[C:20]([F:28])=[C:21]([CH2:2][CH:1]=[O:4])[C:22]([F:25])=[CH:23][CH:24]=1. (2) The catalyst class is: 20. Product: [Br:1][C:2]1[CH:3]=[C:4]([OH:19])[CH:5]=[C:6]([C:8]([CH3:11])([CH3:10])[CH3:9])[CH:7]=1. Reactant: [Br:1][C:2]1[CH:7]=[C:6]([C:8]([CH3:11])([CH3:10])[CH3:9])[CH:5]=[C:4](Br)[CH:3]=1.C([Li])CCC.C[O:19]B(OC)OC.CC(O)=O.OO. (3) Reactant: [Cl:1][C:2]1[CH:7]=[CH:6][C:5]([CH:8]([C:33]2[CH:38]=[CH:37][C:36]([Cl:39])=[CH:35][CH:34]=2)[N:9]2[CH2:12][C:11](=[C:13]([C:18]3[CH:23]=[CH:22][CH:21]=[C:20]([N:24](C(OC(C)(C)C)=O)[CH3:25])[CH:19]=3)[S:14]([CH3:17])(=[O:16])=[O:15])[CH2:10]2)=[CH:4][CH:3]=1. Product: [Cl:39][C:36]1[CH:37]=[CH:38][C:33]([CH:8]([C:5]2[CH:6]=[CH:7][C:2]([Cl:1])=[CH:3][CH:4]=2)[N:9]2[CH2:12][C:11](=[C:13]([C:18]3[CH:23]=[CH:22][CH:21]=[C:20]([NH:24][CH3:25])[CH:19]=3)[S:14]([CH3:17])(=[O:16])=[O:15])[CH2:10]2)=[CH:34][CH:35]=1. The catalyst class is: 12. (4) Reactant: [C:1]1([C:7]([CH:9]=[CH:10][CH3:11])=[O:8])[CH:6]=[CH:5][CH:4]=[CH:3][CH:2]=1.[CH3:12][O:13][C:14]1[CH:19]=[CH:18][C:17]([N:20]2[CH2:25][CH2:24][NH:23][CH2:22][CH2:21]2)=[CH:16][CH:15]=1.[BH4-].[Na+].[OH-].[NH4+:29].[CH2:30]([OH:32])C. Product: [CH3:12][O:13][C:14]1[CH:15]=[CH:16][C:17]([N:20]2[CH2:25][CH2:24][N:23]([CH:10]([CH3:11])[CH2:9][CH:7]([O:8][C:30](=[O:32])[NH2:29])[C:1]3[CH:6]=[CH:5][CH:4]=[CH:3][CH:2]=3)[CH2:22][CH2:21]2)=[CH:18][CH:19]=1. The catalyst class is: 364. (5) Reactant: [C:1]([Mg]Br)([CH3:3])=[CH2:2].[C:6]([O:10][C:11]([N:13]1[CH2:18][CH2:17][N:16]([C:19]2[CH:24]=[CH:23][C:22]([N+]([O-])=O)=[CH:21][CH:20]=2)[CH2:15][CH2:14]1)=[O:12])([CH3:9])([CH3:8])[CH3:7].[Cl-].[NH4+:29]. Product: [C:6]([O:10][C:11]([N:13]1[CH2:18][CH2:17][N:16]([C:19]2[CH:24]=[CH:23][CH:22]=[C:21]3[C:20]=2[NH:29][C:1]([CH3:3])=[CH:2]3)[CH2:15][CH2:14]1)=[O:12])([CH3:9])([CH3:8])[CH3:7]. The catalyst class is: 1. (6) Reactant: [NH2:1][C:2](=[O:24])[C@@H:3]([N:13]1[CH2:21][C:20]2[C:15](=[CH:16][CH:17]=[CH:18][C:19]=2[OH:22])[C:14]1=[O:23])[CH2:4][CH2:5][C:6]([O:8][C:9]([CH3:12])([CH3:11])[CH3:10])=[O:7].Cl.Cl[CH2:27][C:28]1[CH:40]=[CH:39][C:31]([CH2:32][N:33]2[CH2:38][CH2:37][O:36][CH2:35][CH2:34]2)=[CH:30][CH:29]=1.C(=O)([O-])[O-].[K+].[K+].CN(C=O)C. Product: [NH2:1][C:2](=[O:24])[C@@H:3]([N:13]1[CH2:21][C:20]2[C:15](=[CH:16][CH:17]=[CH:18][C:19]=2[O:22][CH2:27][C:28]2[CH:29]=[CH:30][C:31]([CH2:32][N:33]3[CH2:38][CH2:37][O:36][CH2:35][CH2:34]3)=[CH:39][CH:40]=2)[C:14]1=[O:23])[CH2:4][CH2:5][C:6]([O:8][C:9]([CH3:10])([CH3:12])[CH3:11])=[O:7]. The catalyst class is: 69. (7) Reactant: O[CH2:2][C:3]1[N:8]=[C:7]([C:9]2[CH:14]=[CH:13][CH:12]=[CH:11][N:10]=2)[CH:6]=[C:5]([OH:15])[CH:4]=1.S(Cl)([Cl:18])=O. Product: [Cl:18][CH2:2][C:3]1[N:8]=[C:7]([C:9]2[CH:14]=[CH:13][CH:12]=[CH:11][N:10]=2)[CH:6]=[C:5]([OH:15])[CH:4]=1. The catalyst class is: 4.